Dataset: Full USPTO retrosynthesis dataset with 1.9M reactions from patents (1976-2016). Task: Predict the reactants needed to synthesize the given product. (1) Given the product [Cl:17][C:3]1[C:2]([F:1])=[C:8]([CH3:9])[CH:7]=[CH:6][C:4]=1[NH2:5], predict the reactants needed to synthesize it. The reactants are: [F:1][C:2]1[CH:3]=[C:4]([CH:6]=[CH:7][C:8]=1[CH3:9])[NH2:5].C1C(=O)N([Cl:17])C(=O)C1. (2) The reactants are: [NH2:1]N.C[N:4](/[CH:6]=[C:7]1/[CH2:8][N:9]([C:13]([O:15][C:16]([CH3:19])([CH3:18])[CH3:17])=[O:14])[CH2:10][C:11]/1=O)C. Given the product [NH:1]1[C:11]2[CH2:10][N:9]([C:13]([O:15][C:16]([CH3:19])([CH3:18])[CH3:17])=[O:14])[CH2:8][C:7]=2[CH:6]=[N:4]1, predict the reactants needed to synthesize it. (3) Given the product [NH2:9][C@H:5]([C@@H:6]([OH:8])[CH3:7])[C:4]([NH:3][CH2:1][CH3:2])=[O:17], predict the reactants needed to synthesize it. The reactants are: [CH2:1]([NH:3][C:4](=[O:17])[C@H:5]([NH:9]C(=O)OC(C)(C)C)[C@@H:6]([OH:8])[CH3:7])[CH3:2].Cl. (4) Given the product [Br:23][C:24]1[N:29]=[C:28]([NH:30][S:31]([CH2:34][C:35]2[CH:36]=[C:37]([Cl:42])[CH:38]=[C:39]([Cl:41])[CH:40]=2)(=[O:33])=[O:32])[C:27]([OH:43])=[CH:26][C:25]=1[Cl:45], predict the reactants needed to synthesize it. The reactants are: ClC1N=NC(NS(CC2C=C(C#N)C=CC=2Cl)(=O)=O)=C(O)C=1.[Br:23][C:24]1[N:29]=[C:28]([NH:30][S:31]([CH2:34][C:35]2[CH:40]=[C:39]([Cl:41])[CH:38]=[C:37]([Cl:42])[CH:36]=2)(=[O:33])=[O:32])[C:27]([O:43]C)=[CH:26][C:25]=1[Cl:45].ClC1N=NC(NS(CC2C=C(C#N)C=CC=2Cl)(=O)=O)=C(OC)C=1. (5) Given the product [Cl:1][C:2]1[N:7]=[CH:6][C:5]([N:8]2[CH2:14][C@@H:13]3[C@H:9]2[CH2:10][NH:11][CH2:12]3)=[CH:4][C:3]=1[CH3:25], predict the reactants needed to synthesize it. The reactants are: [Cl:1][C:2]1[N:7]=[CH:6][C:5]([N:8]2[CH2:14][C@@H:13]3[C@H:9]2[CH2:10][N:11](C(OCC2C=CC=CC=2)=O)[CH2:12]3)=[CH:4][C:3]=1[CH3:25]. (6) The reactants are: FC(F)(F)C(O)=O.[NH2:8][C:9](=[O:50])[CH:10]([C:12]1[CH:49]=[CH:48][CH:47]=[CH:46][C:13]=1[CH2:14][CH2:15][C:16]1[C:21]([C:22]([F:25])([F:24])[F:23])=[CH:20][N:19]=[C:18]([NH:26][C:27]2[CH:32]=[CH:31][C:30]([CH:33]3[CH2:38][CH2:37][N:36](C(OC(C)(C)C)=O)[CH2:35][CH2:34]3)=[CH:29][CH:28]=2)[N:17]=1)[CH3:11].C1CCCCC1. Given the product [NH:36]1[CH2:37][CH2:38][CH:33]([C:30]2[CH:29]=[CH:28][C:27]([NH:26][C:18]3[N:17]=[C:16]([CH2:15][CH2:14][C:13]4[CH:46]=[CH:47][CH:48]=[CH:49][C:12]=4[CH:10]([CH3:11])[C:9]([NH2:8])=[O:50])[C:21]([C:22]([F:25])([F:24])[F:23])=[CH:20][N:19]=3)=[CH:32][CH:31]=2)[CH2:34][CH2:35]1, predict the reactants needed to synthesize it.